Dataset: Reaction yield outcomes from USPTO patents with 853,638 reactions. Task: Predict the reaction yield, written as a fraction of the theoretical maximum amount of product (1.0 means a 100% yield; for example, 0.34 means a 34% yield). (1) The reactants are [NH2:1][CH2:2][CH:3]1[CH2:8][CH2:7][N:6]([S:9]([C:12]2[C:21]3[C:16](=[CH:17][CH:18]=[CH:19][CH:20]=3)[CH:15]=[CH:14][CH:13]=2)(=[O:11])=[O:10])[CH2:5][CH2:4]1.C(N(CC)CC)C.[CH:29]1([C:35](Cl)=[O:36])[CH2:34][CH2:33][CH2:32][CH2:31][CH2:30]1. The yield is 0.960. The product is [CH:29]1([C:35]([NH:1][CH2:2][CH:3]2[CH2:8][CH2:7][N:6]([S:9]([C:12]3[C:21]4[C:16](=[CH:17][CH:18]=[CH:19][CH:20]=4)[CH:15]=[CH:14][CH:13]=3)(=[O:11])=[O:10])[CH2:5][CH2:4]2)=[O:36])[CH2:34][CH2:33][CH2:32][CH2:31][CH2:30]1. The catalyst is ClCCl. (2) The reactants are C(OC([N:8](COCC[Si](C)(C)C)[C:9]1[S:10][C@:11]2([C:37](O)=[O:38])[C@H:13]([C@:14]([C:17]3[CH:22]=[C:21]([NH:23][C:24]([C:26]4[CH:31]=[N:30][C:29]([O:32][CH2:33][C:34]#[CH:35])=[CH:28][N:27]=4)=[O:25])[CH:20]=[CH:19][C:18]=3[F:36])([CH3:16])[N:15]=1)[CH2:12]2)=O)(C)(C)C.Cl.[F:49][CH2:50][C:51]([NH2:54])([CH3:53])[CH3:52]. No catalyst specified. The product is [NH2:8][C:9]1[S:10][C@:11]2([C:37]([NH:54][C:51]([CH3:53])([CH3:52])[CH2:50][F:49])=[O:38])[C@H:13]([C@:14]([C:17]3[CH:22]=[C:21]([NH:23][C:24]([C:26]4[CH:31]=[N:30][C:29]([O:32][CH2:33][C:34]#[CH:35])=[CH:28][N:27]=4)=[O:25])[CH:20]=[CH:19][C:18]=3[F:36])([CH3:16])[N:15]=1)[CH2:12]2. The yield is 0.520. (3) The reactants are [C:1]([O:4][CH2:5][C:6]([CH3:36])([CH3:35])[CH2:7][N:8]1[C:14]2[CH:15]=[CH:16][C:17]([Cl:19])=[CH:18][C:13]=2[C@@H:12]([C:20]2[CH:25]=[CH:24][CH:23]=[C:22]([O:26][CH3:27])[C:21]=2[O:28][CH3:29])[O:11][C@H:10]([CH2:30][C:31](O)=[O:32])[C:9]1=[O:34])(=[O:3])[CH3:2].S(Cl)(Cl)=O.Cl.[NH2:42][C:43]1[CH:44]=[CH:45][C:46]2[O:50][C:49]([C:51]([O:53][CH2:54][CH3:55])=[O:52])=[C:48]([O:56][CH2:57][CH2:58][CH3:59])[C:47]=2[CH:60]=1.C(N(CC)CC)C. The catalyst is O1CCCC1.C(OCC)(=O)C.O.CN(C)C=O. The yield is 0.787. The product is [C:1]([O:4][CH2:5][C:6]([CH3:36])([CH3:35])[CH2:7][N:8]1[C:14]2[CH:15]=[CH:16][C:17]([Cl:19])=[CH:18][C:13]=2[C@@H:12]([C:20]2[CH:25]=[CH:24][CH:23]=[C:22]([O:26][CH3:27])[C:21]=2[O:28][CH3:29])[O:11][C@H:10]([CH2:30][C:31]([NH:42][C:43]2[CH:44]=[CH:45][C:46]3[O:50][C:49]([C:51]([O:53][CH2:54][CH3:55])=[O:52])=[C:48]([O:56][CH2:57][CH2:58][CH3:59])[C:47]=3[CH:60]=2)=[O:32])[C:9]1=[O:34])(=[O:3])[CH3:2]. (4) The reactants are [CH2:1]([C:4]1[CH:9]=[CH:8][C:7]([F:10])=[C:6]([C:11]2[CH:16]=[CH:15][CH:14]=[CH:13][C:12]=2[Cl:17])[C:5]=1[OH:18])[CH:2]=[CH2:3]. The catalyst is C(Cl)Cl.CC1C=CC=CC=1[P](C1C=CC=CC=1C)([Pd](Cl)(Cl)[P](C1=C(C)C=CC=C1)(C1C=CC=CC=1C)C1C=CC=CC=1C)C1C=CC=CC=1C. The product is [Cl:17][C:12]1[CH:13]=[CH:14][CH:15]=[CH:16][C:11]=1[C:6]1[C:5]([OH:18])=[C:4]([CH:1]=[CH:2][CH3:3])[CH:9]=[CH:8][C:7]=1[F:10]. The yield is 0.390. (5) The reactants are N[C:2]1[S:3][C:4]([CH3:11])=[C:5]([C:7]([O:9][CH3:10])=[O:8])[N:6]=1.[Br-:12].[Na+].C(ON=O)(C)(C)C. The catalyst is CC#N.[Cu]Br. The product is [Br:12][C:2]1[S:3][C:4]([CH3:11])=[C:5]([C:7]([O:9][CH3:10])=[O:8])[N:6]=1. The yield is 0.420. (6) The reactants are [NH2:1][C@@H:2]([CH2:10][CH2:11][CH2:12][NH:13][C:14]([NH:16][S:17]([C:20]1[C:21]([CH3:34])=[C:22]2[C:27](=[C:28]([CH3:31])[C:29]=1[CH3:30])[O:26][C:25]([CH3:33])([CH3:32])[CH2:24][CH2:23]2)(=[O:19])=[O:18])=[NH:15])[C:3]([O:5][C:6]([CH3:9])([CH3:8])[CH3:7])=[O:4].[CH2:35]([C:42]1[C:43](=[O:53])[N:44]([CH2:49][C:50](O)=[O:51])[CH:45]=[C:46]([CH3:48])[CH:47]=1)[C:36]1[CH:41]=[CH:40][CH:39]=[CH:38][CH:37]=1.CN(C(ON1N=NC2C=CC=CC1=2)=[N+](C)C)C.F[P-](F)(F)(F)(F)F.CCN(C(C)C)C(C)C. The yield is 0.790. The catalyst is CN(C=O)C. The product is [CH2:35]([C:42]1[C:43](=[O:53])[N:44]([CH2:49][C:50]([NH:1][C@@H:2]([CH2:10][CH2:11][CH2:12][NH:13][C:14]([NH:16][S:17]([C:20]2[C:21]([CH3:34])=[C:22]3[C:27](=[C:28]([CH3:31])[C:29]=2[CH3:30])[O:26][C:25]([CH3:33])([CH3:32])[CH2:24][CH2:23]3)(=[O:18])=[O:19])=[NH:15])[C:3]([O:5][C:6]([CH3:7])([CH3:8])[CH3:9])=[O:4])=[O:51])[CH:45]=[C:46]([CH3:48])[CH:47]=1)[C:36]1[CH:37]=[CH:38][CH:39]=[CH:40][CH:41]=1. (7) The reactants are [CH2:1]([O:8][C:9](=[O:22])[CH2:10][CH:11]([NH:14][C:15]([O:17][C:18]([CH3:21])([CH3:20])[CH3:19])=[O:16])[C:12]#[N:13])[C:2]1[CH:7]=[CH:6][CH:5]=[CH:4][CH:3]=1.[Cl-].[NH4+].[N-:25]=[N+:26]=[N-:27].[Na+]. The catalyst is CN(C)C=O. The product is [CH2:1]([O:8][C:9](=[O:22])[CH2:10][CH:11]([NH:14][C:15]([O:17][C:18]([CH3:19])([CH3:21])[CH3:20])=[O:16])[C:12]1[NH:27][N:26]=[N:25][N:13]=1)[C:2]1[CH:3]=[CH:4][CH:5]=[CH:6][CH:7]=1. The yield is 0.480. (8) The reactants are [Cl:1][C:2]1[N:3]=[N:4][C:5]([Cl:8])=[CH:6][CH:7]=1.[C:9](O)(=O)[CH:10](C)[CH3:11].S(=O)(=O)(O)O.S(OOS([O-])(=O)=O)([O-])(=O)=O.[NH4+].[NH4+].[OH-].[NH4+]. The catalyst is C(#N)C.C1S(=O)(=O)CCC1.O.[N+]([O-])([O-])=O.[Ag+]. The product is [Cl:1][C:2]1[N:3]=[N:4][C:5]([Cl:8])=[CH:6][C:7]=1[CH:10]([CH3:11])[CH3:9]. The yield is 0.670. (9) The yield is 0.710. The reactants are [S:1]1[CH:5]=[CH:4][C:3]([C:6]2[C:14]3[O:13][CH:12]([CH2:15][NH2:16])[CH2:11][C:10]=3[CH:9]=[CH:8][CH:7]=2)=[CH:2]1.C(N(C(C)C)CC)(C)C.Cl[C:27]([O:29][CH2:30][C:31]1[CH:36]=[CH:35][CH:34]=[CH:33][CH:32]=1)=[O:28]. No catalyst specified. The product is [S:1]1[CH:5]=[CH:4][C:3]([C:6]2[C:14]3[O:13][CH:12]([CH2:15][NH:16][C:27](=[O:28])[O:29][CH2:30][C:31]4[CH:36]=[CH:35][CH:34]=[CH:33][CH:32]=4)[CH2:11][C:10]=3[CH:9]=[CH:8][CH:7]=2)=[CH:2]1. (10) The reactants are [Cl:1][C:2]1[C:11]2[C:6](=[CH:7][CH:8]=[C:9]([I:12])[CH:10]=2)[N:5]=[CH:4][N:3]=1.[Cl:13][C:14]1[CH:15]=[C:16]([NH2:29])[CH:17]=[CH:18][C:19]=1[O:20][CH2:21][C:22]1[CH:27]=[CH:26][CH:25]=[C:24]([F:28])[CH:23]=1. The catalyst is CC(O)C. The product is [ClH:1].[Cl:13][C:14]1[CH:15]=[C:16]([NH:29][C:2]2[C:11]3[C:6](=[CH:7][CH:8]=[C:9]([I:12])[CH:10]=3)[N:5]=[CH:4][N:3]=2)[CH:17]=[CH:18][C:19]=1[O:20][CH2:21][C:22]1[CH:27]=[CH:26][CH:25]=[C:24]([F:28])[CH:23]=1. The yield is 0.700.